This data is from Full USPTO retrosynthesis dataset with 1.9M reactions from patents (1976-2016). The task is: Predict the reactants needed to synthesize the given product. (1) Given the product [Br:1][C:2]1[CH:3]=[CH:4][C:5]([Cl:10])=[C:6]([CH2:8][Cl:11])[CH:7]=1, predict the reactants needed to synthesize it. The reactants are: [Br:1][C:2]1[CH:3]=[CH:4][C:5]([Cl:10])=[C:6]([CH2:8]O)[CH:7]=1.[ClH:11]. (2) The reactants are: [C:1]([N:4]([CH2:27][CH:28]1[CH2:30][CH2:29]1)[C:5]1[CH:26]=[CH:25][C:8]([O:9][C:10]2[CH:11]=[C:12]([CH:16]=[C:17]([O:19][C@@H:20]([CH3:24])[CH2:21][O:22][CH3:23])[CH:18]=2)[C:13](O)=[O:14])=[CH:7][CH:6]=1)(=[O:3])[CH3:2].C(Cl)(=O)C(Cl)=O.ClCCl.CN(C=O)C.[NH2:45][C:46]1[CH:50]=[CH:49][N:48]([C:51]([O:53][C:54]([CH3:57])([CH3:56])[CH3:55])=[O:52])[N:47]=1. Given the product [C:1]([N:4]([CH2:27][CH:28]1[CH2:30][CH2:29]1)[C:5]1[CH:26]=[CH:25][C:8]([O:9][C:10]2[CH:11]=[C:12]([CH:16]=[C:17]([O:19][C@@H:20]([CH3:24])[CH2:21][O:22][CH3:23])[CH:18]=2)[C:13]([NH:45][C:46]2[CH:50]=[CH:49][N:48]([C:51]([O:53][C:54]([CH3:57])([CH3:56])[CH3:55])=[O:52])[N:47]=2)=[O:14])=[CH:7][CH:6]=1)(=[O:3])[CH3:2], predict the reactants needed to synthesize it. (3) Given the product [CH:7]([CH:2]1[CH2:3][O:4][CH2:5][CH2:6][N:1]1[C:11]([O:13][CH2:14][CH:15]1[C:16]2[CH:17]=[CH:18][CH:19]=[CH:20][C:21]=2[C:22]2[C:27]1=[CH:26][CH:25]=[CH:24][CH:23]=2)=[O:12])=[O:8], predict the reactants needed to synthesize it. The reactants are: [N:1]1([C:11]([O:13][CH2:14][CH:15]2[C:27]3[CH:26]=[CH:25][CH:24]=[CH:23][C:22]=3[C:21]3[C:16]2=[CH:17][CH:18]=[CH:19][CH:20]=3)=[O:12])[CH2:6][CH2:5][O:4][CH2:3][CH:2]1[C:7](OC)=[O:8].[H-].C([Al+]CC(C)C)C(C)C.